Predict the product of the given reaction. From a dataset of Forward reaction prediction with 1.9M reactions from USPTO patents (1976-2016). Given the reactants [F:1][C:2]1[CH:7]=[CH:6][N:5]=[C:4]([NH:8][C:9](=[O:15])[O:10][C:11]([CH3:14])([CH3:13])[CH3:12])[C:3]=1[CH:16]=[O:17].[BH4-].[Na+], predict the reaction product. The product is: [F:1][C:2]1[CH:7]=[CH:6][N:5]=[C:4]([NH:8][C:9](=[O:15])[O:10][C:11]([CH3:14])([CH3:12])[CH3:13])[C:3]=1[CH2:16][OH:17].